Dataset: Forward reaction prediction with 1.9M reactions from USPTO patents (1976-2016). Task: Predict the product of the given reaction. (1) Given the reactants [N:1]1[N:5]2[CH:6]=[CH:7][C:8]([CH:10]=O)=[CH:9][C:4]2=[CH:3][CH:2]=1.[Cl:12][C:13]1[CH:18]=[CH:17][CH:16]=[C:15]([Cl:19])[C:14]=1/[N:20]=[C:21]1\[S:22][CH2:23][C:24](=[O:26])[NH:25]\1.N1CCCCC1.Cl, predict the reaction product. The product is: [Cl:19][C:15]1[CH:16]=[CH:17][CH:18]=[C:13]([Cl:12])[C:14]=1[NH:20][C:21]1[S:22]/[C:23](=[CH:10]\[C:8]2[CH:7]=[CH:6][N:5]3[N:1]=[CH:2][CH:3]=[C:4]3[CH:9]=2)/[C:24](=[O:26])[N:25]=1. (2) Given the reactants [O:1]=[C:2]1[NH:6][C:5](=[O:7])[CH2:4][N:3]1[C@@H:8]([C:16]([CH3:19])([CH3:18])[CH3:17])[C:9]([O:11][C:12]([CH3:15])([CH3:14])[CH3:13])=[O:10].[CH3:20][C:21]1[N:26]=[C:25]([CH2:27]O)[CH:24]=[CH:23][CH:22]=1.C1(P(C2C=CC=CC=2)C2C=CC=CC=2)C=CC=CC=1.N(C(OCC)=O)=NC(OCC)=O, predict the reaction product. The product is: [CH3:17][C:16]([CH3:19])([CH3:18])[C@H:8]([N:3]1[CH2:4][C:5](=[O:7])[N:6]([CH2:27][C:25]2[CH:24]=[CH:23][CH:22]=[C:21]([CH3:20])[N:26]=2)[C:2]1=[O:1])[C:9]([O:11][C:12]([CH3:13])([CH3:15])[CH3:14])=[O:10]. (3) Given the reactants [C:1]1([CH3:13])[CH:6]=[C:5]([CH3:7])[CH:4]=[C:3]([CH3:8])[C:2]=1[S:9](Cl)(=[O:11])=[O:10].[CH2:14]([C:19]1[CH:24]=[CH:23][CH:22]=[CH:21][CH:20]=1)[CH2:15][CH2:16][CH2:17][CH3:18].[Al+3].[Cl-].[Cl-].[Cl-].Cl, predict the reaction product. The product is: [CH3:13][C:1]1[CH:6]=[C:5]([CH3:7])[CH:4]=[C:3]([CH3:8])[C:2]=1[S:9]([C:22]1[CH:21]=[CH:20][C:19]([CH2:14][CH2:15][CH2:16][CH2:17][CH3:18])=[CH:24][CH:23]=1)(=[O:11])=[O:10]. (4) Given the reactants [OH-:1].[K+].[Br:3][C:4]1[C:5]([C:16]2[CH:21]=[CH:20][C:19]([F:22])=[CH:18][CH:17]=2)=[N:6][C:7]([O:12][CH:13]([CH3:15])[CH3:14])=[C:8]([CH:11]=1)[C:9]#N.Cl.[CH2:24]([OH:26])C, predict the reaction product. The product is: [Br:3][C:4]1[C:5]([C:16]2[CH:21]=[CH:20][C:19]([F:22])=[CH:18][CH:17]=2)=[N:6][C:7]([O:12][CH:13]([CH3:15])[CH3:14])=[C:8]([CH:11]=1)[C:9]([O:26][CH3:24])=[O:1]. (5) Given the reactants [C:1]([OH:13])(=[O:12])[CH2:2][C:3]([CH2:8][C:9]([OH:11])=[O:10])([C:5]([OH:7])=[O:6])[OH:4].[CH2:14]([N:17]1[C:21]2=[C:22]([N:26]3[CH2:35][CH2:34][C:33]4[C:28](=[CH:29][CH:30]=[CH:31][CH:32]=4)[CH2:27]3)[N:23]=[CH:24][CH:25]=[C:20]2[C:19]([CH3:36])=[C:18]1[CH3:37])[CH:15]=[CH2:16], predict the reaction product. The product is: [C:1]([OH:13])(=[O:12])[CH2:2][C:3]([CH2:8][C:9]([OH:11])=[O:10])([C:5]([OH:7])=[O:6])[OH:4].[CH2:14]([N:17]1[C:21]2=[C:22]([N:26]3[CH2:35][CH2:34][C:33]4[C:28](=[CH:29][CH:30]=[CH:31][CH:32]=4)[CH2:27]3)[N:23]=[CH:24][CH:25]=[C:20]2[C:19]([CH3:36])=[C:18]1[CH3:37])[CH:15]=[CH2:16]. (6) Given the reactants [CH:1]1([C:4]2[C:16]3[C:15]4[CH:14]=[CH:13][C:12]([C:17]5[C:22]([F:23])=[CH:21][CH:20]=[C:19]([NH:24][S:25]([CH2:28][CH2:29][CH3:30])(=[O:27])=[O:26])[C:18]=5[F:31])=[CH:11][C:10]=4[CH:9]=[N:8][C:7]=3[N:6](C(OC(C)(C)C)=O)[N:5]=2)[CH2:3][CH2:2]1.C(O)(C(F)(F)F)=O, predict the reaction product. The product is: [CH:1]1([C:4]2[C:16]3[C:15]4[CH:14]=[CH:13][C:12]([C:17]5[C:18]([F:31])=[C:19]([NH:24][S:25]([CH2:28][CH2:29][CH3:30])(=[O:26])=[O:27])[CH:20]=[CH:21][C:22]=5[F:23])=[CH:11][C:10]=4[CH:9]=[N:8][C:7]=3[NH:6][N:5]=2)[CH2:3][CH2:2]1.